Task: Predict the reaction yield, written as a fraction of the theoretical maximum amount of product (1.0 means a 100% yield; for example, 0.34 means a 34% yield).. Dataset: Reaction yield outcomes from USPTO patents with 853,638 reactions (1) The reactants are [Br:1][C:2]1[CH:7]=[CH:6][C:5]([CH:8]([OH:12])[CH2:9][CH2:10]Cl)=[CH:4][CH:3]=1.[NH:13]1[CH:17]=[CH:16][N:15]=[CH:14]1. The catalyst is CN(C)C=O. The product is [Br:1][C:2]1[CH:7]=[CH:6][C:5]([CH:8]([OH:12])[CH2:9][CH2:10][N:13]2[CH:17]=[CH:16][N:15]=[CH:14]2)=[CH:4][CH:3]=1. The yield is 0.440. (2) The reactants are [N:1]1[CH:6]=[CH:5][CH:4]=[CH:3][C:2]=1[CH2:7][CH2:8]O.C1(P(C2C=CC=CC=2)C2C=CC=CC=2)C=CC=CC=1.C(Br)(Br)(Br)[Br:30]. The catalyst is C1COCC1.CCOCC. The product is [Br:30][CH2:8][CH2:7][C:2]1[CH:3]=[CH:4][CH:5]=[CH:6][N:1]=1. The yield is 0.810. (3) The reactants are [C:1]([C:4]1[C:5]([NH:10][C:11](=O)[CH2:12][CH2:13][C:14]([O:16][C:17]([CH3:20])([CH3:19])[CH3:18])=[O:15])=[N:6][CH:7]=[CH:8][CH:9]=1)(=[O:3])[NH2:2].O.[OH-].[Li+]. The catalyst is C1COCC1.O. The product is [O:3]=[C:1]1[NH:2][C:11]([CH2:12][CH2:13][C:14]([O:16][C:17]([CH3:20])([CH3:19])[CH3:18])=[O:15])=[N:10][C:5]2[N:6]=[CH:7][CH:8]=[CH:9][C:4]1=2. The yield is 0.940. (4) The reactants are [OH-].[K+].C([O:5][C:6]([C:8]1[CH:9]=[N:10][N:11]([CH2:31][CH3:32])[C:12]=1[C:13](=[O:30])[NH:14][C:15]1[CH:20]=[CH:19][N:18]2[CH:21]=[C:22]([C:24]3[CH:29]=[CH:28][CH:27]=[CH:26][CH:25]=3)[N:23]=[C:17]2[CH:16]=1)=[O:7])C. The catalyst is C(O)C. The product is [CH2:31]([N:11]1[C:12]([C:13](=[O:30])[NH:14][C:15]2[CH:20]=[CH:19][N:18]3[CH:21]=[C:22]([C:24]4[CH:29]=[CH:28][CH:27]=[CH:26][CH:25]=4)[N:23]=[C:17]3[CH:16]=2)=[C:8]([C:6]([OH:7])=[O:5])[CH:9]=[N:10]1)[CH3:32]. The yield is 0.800. (5) The reactants are CC1(C)C(C)(C)OB([C:9]2[CH:10]=[N:11][C:12]([N:15]3[C:23]4[C:18](=[CH:19][CH:20]=[C:21]([C:24]([O:26][CH3:27])=[O:25])[CH:22]=4)[C:17]4([CH2:29][CH2:28]4)[CH2:16]3)=[N:13][CH:14]=2)O1.C([O-])([O-])=O.[K+].[K+].Br[C:38]1[CH:43]=[C:42]([S:44][CH3:45])[CH:41]=[CH:40][N:39]=1. The catalyst is O1CCOCC1.O.C1C=CC([P]([Pd]([P](C2C=CC=CC=2)(C2C=CC=CC=2)C2C=CC=CC=2)([P](C2C=CC=CC=2)(C2C=CC=CC=2)C2C=CC=CC=2)[P](C2C=CC=CC=2)(C2C=CC=CC=2)C2C=CC=CC=2)(C2C=CC=CC=2)C2C=CC=CC=2)=CC=1. The product is [CH3:45][S:44][C:42]1[CH:41]=[CH:40][N:39]=[C:38]([C:9]2[CH:10]=[N:11][C:12]([N:15]3[C:23]4[C:18](=[CH:19][CH:20]=[C:21]([C:24]([O:26][CH3:27])=[O:25])[CH:22]=4)[C:17]4([CH2:29][CH2:28]4)[CH2:16]3)=[N:13][CH:14]=2)[CH:43]=1. The yield is 0.426.